From a dataset of Forward reaction prediction with 1.9M reactions from USPTO patents (1976-2016). Predict the product of the given reaction. (1) Given the reactants [F:1][C:2]1[CH:3]=[C:4]([C:10]2[C:15]([C:16]3[CH:21]=[CH:20][C:19]([O:22][CH3:23])=[C:18]([F:24])[CH:17]=3)=[N:14][NH:13][C:12](=[O:25])[CH:11]=2)[CH:5]=[CH:6][C:7]=1[O:8][CH3:9].Cl[CH2:27][CH:28]1[CH2:30][CH2:29]1, predict the reaction product. The product is: [F:1][C:2]1[CH:3]=[C:4]([C:10]2[C:15]([C:16]3[CH:21]=[CH:20][C:19]([O:22][CH3:23])=[C:18]([F:24])[CH:17]=3)=[N:14][N:13]([CH2:27][CH:28]3[CH2:30][CH2:29]3)[C:12](=[O:25])[CH:11]=2)[CH:5]=[CH:6][C:7]=1[O:8][CH3:9]. (2) The product is: [O:36]1[CH:37]=[CH:38][CH:39]=[C:35]1[C:32]1[S:31][C:30]([NH:29][C:26]([C:24]2[CH:23]=[CH:22][C:21]3[N:17]([CH2:16][CH2:15][O:14][CH2:13][O:12][CH2:11][CH2:10][CH2:9][NH2:8])[CH:18]=[N:19][C:20]=3[CH:25]=2)=[O:28])=[N:34][N:33]=1. Given the reactants C(OC([NH:8][CH2:9][CH2:10][CH2:11][O:12][CH2:13][O:14][CH2:15][CH2:16][N:17]1[C:21]2[CH:22]=[CH:23][C:24]([C:26]([OH:28])=O)=[CH:25][C:20]=2[N:19]=[CH:18]1)=O)(C)(C)C.[NH2:29][C:30]1[S:31][C:32]([C:35]2[O:36][CH:37]=[CH:38][CH:39]=2)=[N:33][N:34]=1, predict the reaction product. (3) Given the reactants C([O:4][C:5]1[CH:10]=[CH:9][CH:8]=[C:7]([C:11]2[N:15]=[C:14]([CH3:16])[O:13][N:12]=2)[CH:6]=1)(=O)C, predict the reaction product. The product is: [CH3:16][C:14]1[O:13][N:12]=[C:11]([C:7]2[CH:6]=[C:5]([OH:4])[CH:10]=[CH:9][CH:8]=2)[N:15]=1. (4) Given the reactants [CH3:1][NH2:2].Cl[CH2:4][CH:5]([P:14](=[O:17])([CH3:16])[CH3:15])[O:6][Si:7]([C:10]([CH3:13])([CH3:12])[CH3:11])([CH3:9])[CH3:8], predict the reaction product. The product is: [CH3:1][NH:2][CH2:4][CH:5]([P:14](=[O:17])([CH3:16])[CH3:15])[O:6][Si:7]([C:10]([CH3:13])([CH3:12])[CH3:11])([CH3:9])[CH3:8].